Dataset: Full USPTO retrosynthesis dataset with 1.9M reactions from patents (1976-2016). Task: Predict the reactants needed to synthesize the given product. (1) Given the product [C:1]1([C:17]2[CH:22]=[CH:21][CH:20]=[CH:19][CH:18]=2)[CH:6]=[CH:5][CH:4]=[CH:3][C:2]=1[CH:7]1[N:16]([CH2:30][C:29]2[CH:32]=[CH:33][C:26]([O:25][C:24]([F:35])([F:34])[F:23])=[CH:27][CH:28]=2)[C:10](=[O:11])[CH:9]([CH3:15])[CH2:8]1, predict the reactants needed to synthesize it. The reactants are: [C:1]1([C:17]2[CH:22]=[CH:21][CH:20]=[CH:19][CH:18]=2)[CH:6]=[CH:5][CH:4]=[CH:3][C:2]=1[CH:7]([NH2:16])[CH2:8][CH:9]([CH3:15])[C:10](OCC)=[O:11].[F:23][C:24]([F:35])([F:34])[O:25][C:26]1[CH:33]=[CH:32][C:29]([CH:30]=O)=[CH:28][CH:27]=1. (2) Given the product [O:1]=[C:2]([OH:11])[C@@H:3]([C@@H:5]([C@@H:7]([CH2:9][OH:10])[OH:8])[OH:6])[OH:4], predict the reactants needed to synthesize it. The reactants are: [O:1]=[C:2]([O-:11])[C@@H:3]([C@@H:5]([C@@H:7]([CH2:9][OH:10])[OH:8])[OH:6])[OH:4].[Na+].O=C([O-])[C@@H]([C@@H]([C@@H](CO)O)O)O.O=C[C@@H]([C@@H](CO)O)O.C(O)[C@@H]([C@@H](CO)O)O.[BH4-].[Na+].